This data is from NCI-60 drug combinations with 297,098 pairs across 59 cell lines. The task is: Regression. Given two drug SMILES strings and cell line genomic features, predict the synergy score measuring deviation from expected non-interaction effect. (1) Drug 1: C1CC(=O)NC(=O)C1N2CC3=C(C2=O)C=CC=C3N. Drug 2: C1=NC(=NC(=O)N1C2C(C(C(O2)CO)O)O)N. Cell line: OVCAR-5. Synergy scores: CSS=7.12, Synergy_ZIP=-1.81, Synergy_Bliss=1.96, Synergy_Loewe=2.05, Synergy_HSA=2.07. (2) Cell line: NCI-H460. Drug 2: C1CN1P(=S)(N2CC2)N3CC3. Drug 1: CC12CCC(CC1=CCC3C2CCC4(C3CC=C4C5=CN=CC=C5)C)O. Synergy scores: CSS=17.7, Synergy_ZIP=-13.7, Synergy_Bliss=-13.6, Synergy_Loewe=-34.0, Synergy_HSA=-14.2. (3) Drug 2: C(CCl)NC(=O)N(CCCl)N=O. Cell line: HOP-62. Synergy scores: CSS=29.5, Synergy_ZIP=-10.5, Synergy_Bliss=-10.5, Synergy_Loewe=-53.8, Synergy_HSA=-9.30. Drug 1: CC1=C2C(C(=O)C3(C(CC4C(C3C(C(C2(C)C)(CC1OC(=O)C(C(C5=CC=CC=C5)NC(=O)C6=CC=CC=C6)O)O)OC(=O)C7=CC=CC=C7)(CO4)OC(=O)C)O)C)OC(=O)C. (4) Drug 1: C1CNP(=O)(OC1)N(CCCl)CCCl. Cell line: SW-620. Synergy scores: CSS=-7.03, Synergy_ZIP=0.501, Synergy_Bliss=-4.33, Synergy_Loewe=-13.6, Synergy_HSA=-7.63. Drug 2: C1C(C(OC1N2C=NC3=C2NC=NCC3O)CO)O.